This data is from Forward reaction prediction with 1.9M reactions from USPTO patents (1976-2016). The task is: Predict the product of the given reaction. Given the reactants [N:1]1[S:5][N:4]=[C:3]2[C:6]([S:10]([NH:13][C:14]3[CH:35]=[C:34]([Cl:36])[CH:33]=[CH:32][C:15]=3[C:16]([NH:18][C@@H:19]([CH2:23][C:24]3[CH:29]=[CH:28][C:27]([Cl:30])=[C:26]([Cl:31])[CH:25]=3)[C:20]([OH:22])=O)=[O:17])(=[O:12])=[O:11])=[CH:7][CH:8]=[CH:9][C:2]=12.[NH2:37][C:38]1[CH:43]=[CH:42][CH:41]=[CH:40][CH:39]=1, predict the reaction product. The product is: [N:1]1[S:5][N:4]=[C:3]2[C:6]([S:10]([NH:13][C:14]3[CH:35]=[C:34]([Cl:36])[CH:33]=[CH:32][C:15]=3[C:16]([NH:18][C@H:19]([C:20](=[O:22])[NH:37][C:38]3[CH:43]=[CH:42][CH:41]=[CH:40][CH:39]=3)[CH2:23][C:24]3[CH:29]=[CH:28][C:27]([Cl:30])=[C:26]([Cl:31])[CH:25]=3)=[O:17])(=[O:11])=[O:12])=[CH:7][CH:8]=[CH:9][C:2]=12.